The task is: Predict the reactants needed to synthesize the given product.. This data is from Full USPTO retrosynthesis dataset with 1.9M reactions from patents (1976-2016). The reactants are: [CH3:1][O:2][C:3](=[O:33])[CH:4]([C:27]1[CH:32]=[CH:31][CH:30]=[CH:29][CH:28]=1)[CH2:5][C:6]1[CH:11]=[CH:10][C:9]([C:12]#[C:13][CH2:14][C:15]2[N:16]=[C:17]([C:21]3[CH:26]=[CH:25][CH:24]=[CH:23][CH:22]=3)[O:18][C:19]=2[CH3:20])=[CH:8][CH:7]=1. Given the product [CH3:1][O:2][C:3](=[O:33])[CH:4]([C:27]1[CH:32]=[CH:31][CH:30]=[CH:29][CH:28]=1)[CH2:5][C:6]1[CH:7]=[CH:8][C:9]([CH2:12][CH2:13][CH2:14][C:15]2[N:16]=[C:17]([C:21]3[CH:22]=[CH:23][CH:24]=[CH:25][CH:26]=3)[O:18][C:19]=2[CH3:20])=[CH:10][CH:11]=1, predict the reactants needed to synthesize it.